From a dataset of Full USPTO retrosynthesis dataset with 1.9M reactions from patents (1976-2016). Predict the reactants needed to synthesize the given product. (1) Given the product [CH3:1][O:2][C:3](=[O:21])[C@@H:4]([NH:13][C:14]([O:16][C:17]([CH3:18])([CH3:20])[CH3:19])=[O:15])[CH2:5][C:6]1[CH:11]=[CH:10][C:9]([O:12][C:27]2[CH:26]=[CH:25][N:24]=[C:23]([CH3:22])[C:28]=2[CH3:29])=[CH:8][CH:7]=1, predict the reactants needed to synthesize it. The reactants are: [CH3:1][O:2][C:3](=[O:21])[C@@H:4]([NH:13][C:14]([O:16][C:17]([CH3:20])([CH3:19])[CH3:18])=[O:15])[CH2:5][C:6]1[CH:11]=[CH:10][C:9]([OH:12])=[CH:8][CH:7]=1.[CH3:22][C:23]1[C:28]([CH3:29])=[C:27](B(O)O)[CH:26]=[CH:25][N:24]=1.O.CCOC(C)=O. (2) Given the product [O:27]=[C:22]1[NH:23][C:24](=[O:26])[C:25](=[CH:1][C:3]2[CH:4]=[N:5][N:6]3[CH:11]=[CH:10][C:9]([C:12]4[CH:13]=[C:14]([CH:18]=[CH:19][CH:20]=4)[C:15]([O:17][CH3:29])=[O:16])=[N:8][C:7]=23)[S:21]1, predict the reactants needed to synthesize it. The reactants are: [CH:1]([C:3]1[CH:4]=[N:5][N:6]2[CH:11]=[CH:10][C:9]([C:12]3[CH:13]=[C:14]([CH:18]=[CH:19][CH:20]=3)[C:15]([O-:17])=[O:16])=[N:8][C:7]=12)=O.[S:21]1[CH2:25][C:24](=[O:26])[NH:23][C:22]1=[O:27].N1CCCC[CH2:29]1. (3) The reactants are: [CH2:1]([O:8][C:9]([N:11]1[CH2:13][C@H:12]1[C:14]([OH:16])=[O:15])=[O:10])[C:2]1[CH:7]=[CH:6][CH:5]=[CH:4][CH:3]=1.[OH:17][CH2:18][CH2:19][N:20]([CH2:28][C:29]1[CH:34]=[CH:33][C:32]([O:35][CH3:36])=[CH:31][CH:30]=1)[C:21](=[O:27])[O:22][C:23]([CH3:26])([CH3:25])[CH3:24].B(F)(F)F.[CH3:41]COCC.C(=O)(O)[O-].[Na+]. Given the product [CH2:1]([O:8][C:9]([NH:11][C@H:12]([C:14]([O:16][CH3:41])=[O:15])[CH2:13][O:17][CH2:18][CH2:19][N:20]([C:21]([O:22][C:23]([CH3:24])([CH3:25])[CH3:26])=[O:27])[CH2:28][C:29]1[CH:34]=[CH:33][C:32]([O:35][CH3:36])=[CH:31][CH:30]=1)=[O:10])[C:2]1[CH:3]=[CH:4][CH:5]=[CH:6][CH:7]=1, predict the reactants needed to synthesize it. (4) Given the product [CH3:33][O:34][C:30]1[N:31]=[CH:14][C:16]([CH2:17][N:26]2[CH2:27][CH2:28][CH:23]([N:11]3[CH:10]=[N:9][C:8]4[C:12]3=[N:13][C:14]([C:16]3[CH:17]=[C:18]([OH:22])[CH:19]=[CH:20][CH:21]=3)=[N:15][C:7]=4[N:1]3[CH2:6][CH2:5][O:4][CH2:3][CH2:2]3)[CH2:24][CH2:25]2)=[CH:21][CH:20]=1, predict the reactants needed to synthesize it. The reactants are: [N:1]1([C:7]2[N:15]=[C:14]([C:16]3[CH:17]=[C:18]([OH:22])[CH:19]=[CH:20][CH:21]=3)[N:13]=[C:12]3[C:8]=2[N:9]=[CH:10][N:11]3[CH:23]2[CH2:28][CH2:27][NH:26][CH2:25][CH2:24]2)[CH2:6][CH2:5][O:4][CH2:3][CH2:2]1.[BH3-][C:30]#[N:31].[Na+].[CH3:33][OH:34]. (5) Given the product [N:1]1[CH:6]=[CH:5][CH:4]=[CH:3][C:2]=1[N:7]1[CH2:8][CH2:9][C:10](=[O:11])[CH2:15][CH2:16]1, predict the reactants needed to synthesize it. The reactants are: [N:1]1[CH:6]=[CH:5][CH:4]=[CH:3][C:2]=1[N:7]1[CH2:16][CH2:15][C:10]2(OCC[O:11]2)[CH2:9][CH2:8]1.Cl.C(=O)([O-])[O-].[Na+].[Na+]. (6) Given the product [NH2:7][C:8]1[C:17]2[C:12](=[CH:13][CH:14]=[CH:15][CH:16]=2)[C:11]([O:18][C:19]2[CH:24]=[CH:23][N:22]=[C:21]([NH:25][C:26]3[CH:31]=[C:30]([CH:29]=[C:28]([O:44][CH3:45])[CH:27]=3)[C:32]([NH:33][CH2:34][CH2:35][CH2:36][N:37]3[CH2:42][CH2:41][O:40][CH2:39][CH2:38]3)=[O:43])[CH:20]=2)=[CH:10][CH:9]=1, predict the reactants needed to synthesize it. The reactants are: C(OC(=O)[NH:7][C:8]1[C:17]2[C:12](=[CH:13][CH:14]=[CH:15][CH:16]=2)[C:11]([O:18][C:19]2[CH:24]=[CH:23][N:22]=[C:21]([NH:25][C:26]3[CH:31]=[C:30]([C:32](=[O:43])[NH:33][CH2:34][CH2:35][CH2:36][N:37]4[CH2:42][CH2:41][O:40][CH2:39][CH2:38]4)[CH:29]=[C:28]([O:44][CH3:45])[CH:27]=3)[CH:20]=2)=[CH:10][CH:9]=1)(C)(C)C.C(O)(C(F)(F)F)=O. (7) Given the product [CH2:1]([O:4][C:5]1([CH3:45])[CH2:6][CH2:7][N:8]([C:11]2[C:12]3[N:13]([N:28]=[C:29]([C:31]4[CH:32]=[C:33]([C:37]5[CH:42]=[C:41]([F:43])[CH:40]=[CH:39][C:38]=5[O:44][C@H:49]([CH2:48][CH:47]=[CH2:46])[CH3:50])[CH:34]=[CH:35][CH:36]=4)[CH:30]=3)[CH:14]=[C:15]([CH3:27])[C:16]=2[C@H:17]([O:22][C:23]([CH3:25])([CH3:24])[CH3:26])[C:18]([O:20][CH3:21])=[O:19])[CH2:9][CH2:10]1)[CH:2]=[CH2:3], predict the reactants needed to synthesize it. The reactants are: [CH2:1]([O:4][C:5]1([CH3:45])[CH2:10][CH2:9][N:8]([C:11]2[C:12]3[N:13]([N:28]=[C:29]([C:31]4[CH:32]=[C:33]([C:37]5[CH:42]=[C:41]([F:43])[CH:40]=[CH:39][C:38]=5[OH:44])[CH:34]=[CH:35][CH:36]=4)[CH:30]=3)[CH:14]=[C:15]([CH3:27])[C:16]=2[C@H:17]([O:22][C:23]([CH3:26])([CH3:25])[CH3:24])[C:18]([O:20][CH3:21])=[O:19])[CH2:7][CH2:6]1)[CH:2]=[CH2:3].[CH3:46][C@@H:47](O)[CH2:48][CH:49]=[CH2:50].C1C=CC(P(C2C=CC=CC=2)C2C=CC=CC=2)=CC=1.CCOC(/N=N/C(OCC)=O)=O. (8) Given the product [C:1]([O:5][C:6]([N:8]([C:25]1[CH:30]=[CH:29][N:28]=[C:27]([C:16]2[CH:15]=[CH:11][CH:10]=[C:54]([O:55][CH2:56][CH:57]3[CH2:32][CH2:33][N:8]([C:45]([O:47][C:48]([CH3:49])([CH3:50])[CH3:51])=[O:46])[CH2:9][CH2:17]3)[CH:53]=2)[N:26]=1)[C:9]1[CH:10]=[C:11]2[C:15](=[CH:16][CH:17]=1)[N:14]([C:18]([O:20][C:21]([CH3:24])([CH3:23])[CH3:22])=[O:19])[N:13]=[CH:12]2)=[O:7])([CH3:4])([CH3:3])[CH3:2], predict the reactants needed to synthesize it. The reactants are: [C:1]([O:5][C:6]([N:8]([C:25]1[CH:30]=[CH:29][N:28]=[C:27](Cl)[N:26]=1)[C:9]1[CH:10]=[C:11]2[C:15](=[CH:16][CH:17]=1)[N:14]([C:18]([O:20][C:21]([CH3:24])([CH3:23])[CH3:22])=[O:19])[N:13]=[CH:12]2)=[O:7])([CH3:4])([CH3:3])[CH3:2].[CH3:32][C:33]([O-])=O.[K+].[CH3:49][C:48]([O:47][C:45](O[C:45]([O:47][C:48]([CH3:51])([CH3:50])[CH3:49])=[O:46])=[O:46])([CH3:51])[CH3:50].O1[CH2:57][CH2:56][O:55][CH2:54][CH2:53]1.O. (9) Given the product [CH3:1][O:2][C:3]([C:5]1[S:6][C:7]([C:13](=[O:15])[NH:67][CH2:66][C:61]2[CH:62]=[CH:63][CH:64]=[C:65]3[C:60]=2[CH:59]=[N:58][NH:57]3)=[CH:8][C:9]=1[CH:10]([CH3:11])[CH3:12])=[O:4], predict the reactants needed to synthesize it. The reactants are: [CH3:1][O:2][C:3]([C:5]1[S:6][C:7]([C:13]([OH:15])=O)=[CH:8][C:9]=1[CH:10]([CH3:12])[CH3:11])=[O:4].C(N(CC)CC)C.CN(C(ON1N=NC2C=CC=CC1=2)=[N+](C)C)C.F[P-](F)(F)(F)(F)F.C1C=CC2N(O)N=NC=2C=1.[NH:57]1[C:65]2[C:60](=[C:61]([CH2:66][NH2:67])[CH:62]=[CH:63][CH:64]=2)[CH:59]=[N:58]1. (10) Given the product [F:23][C:24]([F:33])([F:34])[C:25]1[CH:26]=[C:27]([CH:28]=[CH:29][CH:30]=1)[CH2:31][NH:32][C:20]([C:18]1[N:17]=[N:16][N:15]([CH2:14][CH2:13][CH2:12][CH2:11][C:9]2[S:10][C:6]([C:4]([O:3][CH2:1][CH3:2])=[O:5])=[N:7][N:8]=2)[CH:19]=1)=[O:22], predict the reactants needed to synthesize it. The reactants are: [CH2:1]([O:3][C:4]([C:6]1[S:10][C:9]([CH2:11][CH2:12][CH2:13][CH2:14][N:15]2[CH:19]=[C:18]([C:20]([OH:22])=O)[N:17]=[N:16]2)=[N:8][N:7]=1)=[O:5])[CH3:2].[F:23][C:24]([F:34])([F:33])[C:25]1[CH:26]=[C:27]([CH2:31][NH2:32])[CH:28]=[CH:29][CH:30]=1.CN(C(ON1N=NC2C=CC=NC1=2)=[N+](C)C)C.F[P-](F)(F)(F)(F)F.CCN(C(C)C)C(C)C.